Task: Predict the reactants needed to synthesize the given product.. Dataset: Retrosynthesis with 50K atom-mapped reactions and 10 reaction types from USPTO Given the product O=C1C2CC3CC(C2)C(OCCl)C1C3, predict the reactants needed to synthesize it. The reactants are: ClCCl.O=C1C2CC3CC(C2)C(O)C1C3.